From a dataset of Forward reaction prediction with 1.9M reactions from USPTO patents (1976-2016). Predict the product of the given reaction. (1) Given the reactants [CH3:1][S:2](Cl)(=[O:4])=[O:3].Cl.[NH2:7][CH:8]([C:30]1[CH:35]=[CH:34][CH:33]=[CH:32][C:31]=1[C:36]([F:39])([F:38])[F:37])[CH2:9][NH:10][C:11](=[O:29])[CH2:12][N:13]1[C:17](=[O:18])[N:16]([CH:19]2[CH2:21][CH2:20]2)[C:15]([C:22]2[CH:27]=[CH:26][C:25]([Cl:28])=[CH:24][CH:23]=2)=[N:14]1, predict the reaction product. The product is: [Cl:28][C:25]1[CH:26]=[CH:27][C:22]([C:15]2[N:16]([CH:19]3[CH2:21][CH2:20]3)[C:17](=[O:18])[N:13]([CH2:12][C:11]([NH:10][CH2:9][CH:8]([NH:7][S:2]([CH3:1])(=[O:4])=[O:3])[C:30]3[CH:35]=[CH:34][CH:33]=[CH:32][C:31]=3[C:36]([F:38])([F:39])[F:37])=[O:29])[N:14]=2)=[CH:23][CH:24]=1. (2) The product is: [F:1][CH2:2][CH2:3][O:4][C:8]1[N:13]=[CH:12][C:11]([C:14](=[O:16])[CH3:15])=[CH:10][CH:9]=1. Given the reactants [F:1][CH2:2][CH2:3][OH:4].[H-].[Na+].Cl[C:8]1[N:13]=[CH:12][C:11]([C:14](=[O:16])[CH3:15])=[CH:10][CH:9]=1, predict the reaction product. (3) Given the reactants CC1(C)[O:6][C@@H:5]([CH2:7][O:8][NH:9][C:10]([C:12]2[N:20]([CH3:21])[C:19]3[CH:18]=[CH:17][N:16]=[CH:15][C:14]=3[C:13]=2[NH:22][C:23]2[CH:28]=[CH:27][C:26]([I:29])=[CH:25][C:24]=2[F:30])=[O:11])[CH2:4][O:3]1, predict the reaction product. The product is: [OH:6][C@H:5]([CH2:4][OH:3])[CH2:7][O:8][NH:9][C:10]([C:12]1[N:20]([CH3:21])[C:19]2[CH:18]=[CH:17][N:16]=[CH:15][C:14]=2[C:13]=1[NH:22][C:23]1[CH:28]=[CH:27][C:26]([I:29])=[CH:25][C:24]=1[F:30])=[O:11]. (4) Given the reactants C([O:3][C:4](=O)[C:5]([O:8][C:9]1[CH:14]=[CH:13][CH:12]=[CH:11][C:10]=1[C:15]([N:17]1[CH2:31][C:20]2=[C:21]3[N:26]([N:27]=[C:19]2[CH2:18]1)[C:25]([CH3:28])=[C:24]([Cl:29])[C:23]([CH3:30])=[N:22]3)=[O:16])([F:7])[F:6])C.[NH4+:33].[OH-].CO, predict the reaction product. The product is: [Cl:29][C:24]1[C:23]([CH3:30])=[N:22][C:21]2[N:26]([N:27]=[C:19]3[CH2:18][N:17]([C:15]([C:10]4[CH:11]=[CH:12][CH:13]=[CH:14][C:9]=4[O:8][C:5]([F:6])([F:7])[C:4]([NH2:33])=[O:3])=[O:16])[CH2:31][C:20]3=2)[C:25]=1[CH3:28]. (5) Given the reactants [Cl:1][C:2]1[CH:11]=[C:10]([CH2:12][OH:13])[CH:9]=[C:8]([Cl:14])[C:3]=1[C:4]([O:6]C)=[O:5].[I-].[Li+], predict the reaction product. The product is: [Cl:1][C:2]1[CH:11]=[C:10]([CH2:12][OH:13])[CH:9]=[C:8]([Cl:14])[C:3]=1[C:4]([OH:6])=[O:5]. (6) Given the reactants C(Cl)(=O)C(Cl)=O.CS(C)=O.[C:11]([N:28]([CH2:32][CH2:33][CH2:34][CH2:35][CH2:36][CH2:37][CH2:38][CH2:39][CH2:40][CH3:41])[CH2:29][CH2:30][OH:31])([O:13][CH2:14][CH:15]1[C:27]2[C:22](=[CH:23][CH:24]=[CH:25][CH:26]=2)[C:21]2[C:16]1=[CH:17][CH:18]=[CH:19][CH:20]=2)=[O:12].C(N(CC)CC)C, predict the reaction product. The product is: [C:11]([N:28]([CH2:32][CH2:33][CH2:34][CH2:35][CH2:36][CH2:37][CH2:38][CH2:39][CH2:40][CH3:41])[CH2:29][CH:30]=[O:31])([O:13][CH2:14][CH:15]1[C:27]2[C:22](=[CH:23][CH:24]=[CH:25][CH:26]=2)[C:21]2[C:16]1=[CH:17][CH:18]=[CH:19][CH:20]=2)=[O:12].